This data is from Full USPTO retrosynthesis dataset with 1.9M reactions from patents (1976-2016). The task is: Predict the reactants needed to synthesize the given product. (1) Given the product [CH2:13]([O:12][C:10](=[O:11])[CH2:9][O:6][CH:1]1[CH2:5][CH2:4][CH2:3][CH2:2]1)[CH3:14], predict the reactants needed to synthesize it. The reactants are: [CH:1]1([OH:6])[CH2:5][CH2:4][CH2:3][CH2:2]1.[N+](=[CH:9][C:10]([O:12][CH2:13][CH3:14])=[O:11])=[N-]. (2) The reactants are: [NH2:1][C:2]1[CH:22]=[CH:21][C:5]([O:6][C:7]2[CH:8]=[CH:9][C:10]([F:20])=[C:11]([CH:19]=2)[C:12]([NH:14][C:15]([CH3:18])([CH3:17])[CH3:16])=[O:13])=[C:4]([Cl:23])[CH:3]=1.C([O:32][CH2:33][CH2:34][N:35]1[C:43]2[C:42](Cl)=[N:41][CH:40]=[N:39][C:38]=2[CH:37]=[CH:36]1)(=O)C1C=CC=CC=1.C(O)(C)C.[OH-].[Na+]. Given the product [C:15]([NH:14][C:12](=[O:13])[C:11]1[CH:19]=[C:7]([O:6][C:5]2[CH:21]=[CH:22][C:2]([NH:1][C:42]3[C:43]4[N:35]([CH2:34][CH2:33][OH:32])[CH:36]=[CH:37][C:38]=4[N:39]=[CH:40][N:41]=3)=[CH:3][C:4]=2[Cl:23])[CH:8]=[CH:9][C:10]=1[F:20])([CH3:18])([CH3:16])[CH3:17], predict the reactants needed to synthesize it. (3) Given the product [OH:28][C:27]([C:29]1[CH:30]=[CH:31][C:32]2[O:37][CH2:36][C:35](=[O:38])[NH:34][C:33]=2[CH:39]=1)([CH3:4])[CH2:26][N:23]1[CH2:22][CH2:21][N:20]([C:16]2[CH:15]=[CH:14][CH:13]=[C:12]3[C:17]=2[CH:18]=[CH:19][C:10]([CH3:9])=[N:11]3)[CH2:25][CH2:24]1, predict the reactants needed to synthesize it. The reactants are: C[Mg]Br.[CH3:4]COCC.[CH3:9][C:10]1[CH:19]=[CH:18][C:17]2[C:12](=[CH:13][CH:14]=[CH:15][C:16]=2[N:20]2[CH2:25][CH2:24][N:23]([CH2:26][C:27]([C:29]3[CH:30]=[CH:31][C:32]4[O:37][CH2:36][C:35](=[O:38])[NH:34][C:33]=4[CH:39]=3)=[O:28])[CH2:22][CH2:21]2)[N:11]=1. (4) The reactants are: Br[C:2]1[C:15]2[C:16]3=[C:17]4[C:12](=[CH:13][CH:14]=2)[CH:11]=[CH:10][CH:9]=[C:8]4[CH:7]=[CH:6][C:5]3=[CH:4][CH:3]=1.[Cl:18][C:19]1[CH:24]=[CH:23][C:22](B(O)O)=[CH:21][CH:20]=1.COCCOC.C(=O)([O-])[O-].[Na+].[Na+]. Given the product [Cl:18][C:19]1[CH:24]=[CH:23][C:22]([C:9]2[C:8]3[C:17]4=[C:16]5[C:5](=[CH:6][CH:7]=3)[CH:4]=[CH:3][CH:2]=[C:15]5[CH:14]=[CH:13][C:12]4=[CH:11][CH:10]=2)=[CH:21][CH:20]=1, predict the reactants needed to synthesize it. (5) Given the product [CH3:49][N:27]([CH:24]1[CH2:23][CH2:22][N:21]([C:18]2[CH:17]=[CH:16][C:15]([O:14][CH2:13][C@H:8]3[O:7][C:6]4=[N:5][C:4]([N+:1]([O-:3])=[O:2])=[CH:12][N:11]4[CH2:10][CH2:9]3)=[CH:20][CH:19]=2)[CH2:26][CH2:25]1)[C:28]1[CH:33]=[CH:32][C:31]([O:34][CH2:35][C:36]2[CH:37]=[CH:38][C:39]([O:42][C:43]([F:46])([F:45])[F:44])=[CH:40][CH:41]=2)=[CH:30][CH:29]=1, predict the reactants needed to synthesize it. The reactants are: [N+:1]([C:4]1[N:5]=[C:6]2[N:11]([CH:12]=1)[CH2:10][CH2:9][C@@H:8]([CH2:13][O:14][C:15]1[CH:20]=[CH:19][C:18]([N:21]3[CH2:26][CH2:25][CH:24]([NH:27][C:28]4[CH:33]=[CH:32][C:31]([O:34][CH2:35][C:36]5[CH:41]=[CH:40][C:39]([O:42][C:43]([F:46])([F:45])[F:44])=[CH:38][CH:37]=5)=[CH:30][CH:29]=4)[CH2:23][CH2:22]3)=[CH:17][CH:16]=1)[O:7]2)([O-:3])=[O:2].C=O.[C:49](O[BH-](OC(=O)C)OC(=O)C)(=O)C.[Na+].C(=O)([O-])O.[Na+]. (6) The reactants are: [F:1][C:2]([F:15])([F:14])[C:3]([C:5]1[C:13]2[C:8](=[CH:9][CH:10]=[CH:11][CH:12]=2)[NH:7][CH:6]=1)=[O:4].[CH2:16]=[O:17]. Given the product [F:15][C:2]([F:1])([F:14])[C:3]([C:5]1[C:13]2[C:8](=[CH:9][CH:10]=[CH:11][CH:12]=2)[N:7]([CH2:16][OH:17])[CH:6]=1)=[O:4], predict the reactants needed to synthesize it. (7) Given the product [Cl:23][CH2:19][C:7]1[CH:8]=[C:9]([C:10]2[CH:15]=[C:14]([O:16][CH3:17])[CH:13]=[CH:12][C:11]=2[F:18])[C:4]([CH:1]2[CH2:3][CH2:2]2)=[CH:5][CH:6]=1, predict the reactants needed to synthesize it. The reactants are: [CH:1]1([C:4]2[C:9]([C:10]3[CH:15]=[C:14]([O:16][CH3:17])[CH:13]=[CH:12][C:11]=3[F:18])=[CH:8][C:7]([CH2:19]O)=[CH:6][CH:5]=2)[CH2:3][CH2:2]1.S(Cl)([Cl:23])=O.